This data is from NCI-60 drug combinations with 297,098 pairs across 59 cell lines. The task is: Regression. Given two drug SMILES strings and cell line genomic features, predict the synergy score measuring deviation from expected non-interaction effect. (1) Drug 1: C1=CC(=C2C(=C1NCCNCCO)C(=O)C3=C(C=CC(=C3C2=O)O)O)NCCNCCO. Drug 2: C1=NC(=NC(=O)N1C2C(C(C(O2)CO)O)O)N. Cell line: SF-268. Synergy scores: CSS=33.9, Synergy_ZIP=-1.59, Synergy_Bliss=-2.60, Synergy_Loewe=-17.2, Synergy_HSA=-3.37. (2) Drug 1: COC1=NC(=NC2=C1N=CN2C3C(C(C(O3)CO)O)O)N. Drug 2: CC1=C(C(=CC=C1)Cl)NC(=O)C2=CN=C(S2)NC3=CC(=NC(=N3)C)N4CCN(CC4)CCO. Cell line: OVCAR-5. Synergy scores: CSS=-0.442, Synergy_ZIP=-1.04, Synergy_Bliss=-2.84, Synergy_Loewe=-8.38, Synergy_HSA=-5.91. (3) Drug 1: CC12CCC(CC1=CCC3C2CCC4(C3CC=C4C5=CN=CC=C5)C)O. Drug 2: CC1=C2C(C(=O)C3(C(CC4C(C3C(C(C2(C)C)(CC1OC(=O)C(C(C5=CC=CC=C5)NC(=O)C6=CC=CC=C6)O)O)OC(=O)C7=CC=CC=C7)(CO4)OC(=O)C)O)C)OC(=O)C. Cell line: 786-0. Synergy scores: CSS=55.5, Synergy_ZIP=12.5, Synergy_Bliss=14.6, Synergy_Loewe=0.697, Synergy_HSA=16.1.